This data is from Reaction yield outcomes from USPTO patents with 853,638 reactions. The task is: Predict the reaction yield, written as a fraction of the theoretical maximum amount of product (1.0 means a 100% yield; for example, 0.34 means a 34% yield). The reactants are Cl[C:2]1[C:11]2[C:6](=[CH:7][C:8]([C:12]([F:15])([F:14])[F:13])=[CH:9][CH:10]=2)[N:5]=[CH:4][CH:3]=1.[NH2:16][CH2:17][C:18]([OH:20])=[O:19].C1(O)C=CC=CC=1. No catalyst specified. The product is [F:13][C:12]([F:15])([F:14])[C:8]1[CH:7]=[C:6]2[C:11]([C:2]([NH:16][CH2:17][C:18]([OH:20])=[O:19])=[CH:3][CH:4]=[N:5]2)=[CH:10][CH:9]=1. The yield is 0.620.